Task: Predict which catalyst facilitates the given reaction.. Dataset: Catalyst prediction with 721,799 reactions and 888 catalyst types from USPTO (1) Reactant: O(S(C(F)(F)F)(=O)=O)S(C(F)(F)F)(=O)=O.C([N:19]([C:21]([C@@H:23]1[CH2:29][CH2:28][C@@H:27]2[CH2:30][N:24]1[C:25](=[O:39])[N:26]2[O:31][CH2:32][C:33]1[CH:38]=[CH:37][CH:36]=[CH:35][CH:34]=1)=[O:22])[NH2:20])(=O)C.N1C=CC=[CH:42][CH:41]=1. Product: [CH2:32]([O:31][N:26]1[C:25](=[O:39])[N:24]2[CH2:30][C@H:27]1[CH2:28][CH2:29][C@H:23]2[C:21]1[O:22][C:41]([CH3:42])=[N:20][N:19]=1)[C:33]1[CH:34]=[CH:35][CH:36]=[CH:37][CH:38]=1. The catalyst class is: 2. (2) Reactant: C([O:3][C:4](=O)[C:5]1[CH:10]=[CH:9][CH:8]=[C:7]([N:11]2[CH2:15][CH:14]([C:16]3[CH:21]=[CH:20][C:19]([O:22][CH3:23])=[C:18]([O:24][CH:25]4[CH2:29][CH2:28][CH2:27][CH2:26]4)[CH:17]=3)[CH2:13][C:12]2=[O:30])[CH:6]=1)C.[BH4-].[Na+].O. Product: [CH:25]1([O:24][C:18]2[CH:17]=[C:16]([CH:14]3[CH2:15][N:11]([C:7]4[CH:8]=[CH:9][CH:10]=[C:5]([CH2:4][OH:3])[CH:6]=4)[C:12](=[O:30])[CH2:13]3)[CH:21]=[CH:20][C:19]=2[O:22][CH3:23])[CH2:29][CH2:28][CH2:27][CH2:26]1. The catalyst class is: 14. (3) Reactant: [CH2:1]([N:4]1[CH2:7][CH:6]([C:8]2[CH:13]=[CH:12][C:11]([NH2:14])=[CH:10][CH:9]=2)[CH2:5]1)[CH2:2][CH3:3].[F:15][C:16]([F:30])([F:29])[CH:17]([C:19]1[CH:24]=[CH:23][C:22]([S:25](Cl)(=[O:27])=[O:26])=[CH:21][CH:20]=1)[CH3:18]. Product: [CH2:1]([N:4]1[CH2:5][CH:6]([C:8]2[CH:9]=[CH:10][C:11]([NH:14][S:25]([C:22]3[CH:21]=[CH:20][C:19]([CH:17]([CH3:18])[C:16]([F:15])([F:29])[F:30])=[CH:24][CH:23]=3)(=[O:27])=[O:26])=[CH:12][CH:13]=2)[CH2:7]1)[CH2:2][CH3:3]. The catalyst class is: 202. (4) Reactant: [CH3:1][S:2][C:3]1[N:4]=[CH:5][C:6]2[CH:12]=[C:11]([C:13]([OH:15])=O)[C:10](=[O:16])[NH:9][C:7]=2[N:8]=1.[CH3:17][O:18][C:19](=[O:28])[C:20]1[CH:25]=[CH:24][C:23]([Cl:26])=[C:22]([NH2:27])[CH:21]=1.C(N(CC)CC)C.CN(C(ON1N=NC2C=CC=NC1=2)=[N+](C)C)C.F[P-](F)(F)(F)(F)F. Product: [CH3:17][O:18][C:19](=[O:28])[C:20]1[CH:25]=[CH:24][C:23]([Cl:26])=[C:22]([NH:27][C:13]([C:11]2[C:10](=[O:16])[NH:9][C:7]3[N:8]=[C:3]([S:2][CH3:1])[N:4]=[CH:5][C:6]=3[CH:12]=2)=[O:15])[CH:21]=1. The catalyst class is: 434.